Dataset: Forward reaction prediction with 1.9M reactions from USPTO patents (1976-2016). Task: Predict the product of the given reaction. (1) The product is: [F:1][C:2]([F:13])([F:12])[O:3][C:4]1[CH:11]=[CH:10][C:21]([C:20]([OH:23])=[O:22])=[CH:6][CH:5]=1. Given the reactants [F:1][C:2]([F:13])([F:12])[O:3][C:4]1[CH:11]=[CH:10]C(C#N)=[CH:6][CH:5]=1.O.OS(O)(=O)=O.[C:20]([OH:23])(=[O:22])[CH3:21], predict the reaction product. (2) Given the reactants Cl.[CH:2]([C:5]1[CH:15]=[CH:14][CH:13]=[CH:12][C:6]=1[O:7][CH2:8][CH2:9][NH:10][CH3:11])([CH3:4])[CH3:3].CCN(CC)CC.[N:23]([C:26]1[CH:35]=[CH:34][CH:33]=[CH:32][C:27]=1[C:28]([O:30][CH3:31])=[O:29])=[C:24]=[O:25], predict the reaction product. The product is: [CH:2]([C:5]1[CH:15]=[CH:14][CH:13]=[CH:12][C:6]=1[O:7][CH2:8][CH2:9][N:10]([CH3:11])[C:24](=[O:25])[NH:23][C:26]1[CH:35]=[CH:34][CH:33]=[CH:32][C:27]=1[C:28]([O:30][CH3:31])=[O:29])([CH3:4])[CH3:3]. (3) Given the reactants C(=O)(OC(C)(C)C)[O:2][C:3]1[N:7]([C:8]2[CH:13]=[CH:12][CH:11]=[CH:10][N:9]=2)[N:6]=[C:5]([C:14]2[CH:15]=[C:16]([C:20]3[CH:25]=[CH:24][C:23]([O:26][CH2:27][C:28]4[CH:33]=[CH:32][CH:31]=[CH:30][CH:29]=4)=[CH:22][CH:21]=3)[CH:17]=[CH:18][CH:19]=2)[CH:4]=1.C(=O)(OC(C)(C)C)OC1N(C2C=CC=CN=2)N=C(C2C=CC(C3C=CC=CC=3)=CC=2)C=1, predict the reaction product. The product is: [CH2:27]([O:26][C:23]1[CH:22]=[CH:21][C:20]([C:16]2[CH:17]=[CH:18][CH:19]=[C:14]([C:5]3[CH:4]=[C:3]([OH:2])[N:7]([C:8]4[CH:13]=[CH:12][CH:11]=[CH:10][N:9]=4)[N:6]=3)[CH:15]=2)=[CH:25][CH:24]=1)[C:28]1[CH:29]=[CH:30][CH:31]=[CH:32][CH:33]=1.